Task: Predict the reactants needed to synthesize the given product.. Dataset: Full USPTO retrosynthesis dataset with 1.9M reactions from patents (1976-2016) (1) Given the product [CH3:1][S:2]([N:5]1[CH2:6][CH2:7][CH:8]([CH:11]([C:30]2[CH:35]=[CH:34][CH:33]=[CH:32][CH:31]=2)[CH2:12][CH2:13][N:14]2[CH2:15][CH2:16][CH:17]([C:20]3[S:21][CH:22]=[C:23]([C:25]([OH:27])=[O:26])[N:24]=3)[CH2:18][CH2:19]2)[CH2:9][CH2:10]1)(=[O:4])=[O:3], predict the reactants needed to synthesize it. The reactants are: [CH3:1][S:2]([N:5]1[CH2:10][CH2:9][CH:8]([CH:11]([C:30]2[CH:35]=[CH:34][CH:33]=[CH:32][CH:31]=2)[CH2:12][CH2:13][N:14]2[CH2:19][CH2:18][CH:17]([C:20]3[S:21][CH:22]=[C:23]([C:25]([O:27]CC)=[O:26])[N:24]=3)[CH2:16][CH2:15]2)[CH2:7][CH2:6]1)(=[O:4])=[O:3].CS(N1CCC(C(C2C=CC=CC=2)CC=O)CC1)(=O)=O.N1CCC(C2SC=C(C(OCC)=O)N=2)CC1. (2) Given the product [O:13]=[C:12]1[N:11]2[C@H:7]([S:8][CH:9]=[C:10]2[C:14]([OH:16])=[O:15])/[C:6]/1=[CH:5]\[C:28]1[C:36]2[CH2:35][CH:34]3[CH2:33][CH:32]([C:50]3([CH3:51])[CH3:49])[C:31]=2[N:30]([CH3:38])[N:29]=1, predict the reactants needed to synthesize it. The reactants are: C(O[CH:5]([C:28]1[C:36]2[CH:35]3C[CH:32]([CH2:33][CH2:34]3)[C:31]=2[N:30]([CH3:38])[N:29]=1)[C:6]1(Br)[C:12](=[O:13])[N:11]2[C@@H:7]1[S:8][CH:9]=[C:10]2[C:14]([O:16]CC1C=CC([N+]([O-])=O)=CC=1)=[O:15])(=O)C.C(#N)C.P([O-])([O-])([O-])=O.[Al].O1C[CH2:51][CH2:50][CH2:49]1. (3) Given the product [C:23]([O:22][C:20]([N:27]1[CH2:32][CH2:31][CH:30]([NH:1][C:2]2[CH:7]=[CH:6][C:5]([S:8](=[O:10])(=[O:9])[N:11]([CH2:13][C:14]3[CH:15]=[CH:16][CH:17]=[CH:18][CH:19]=3)[CH3:12])=[CH:4][CH:3]=2)[CH2:29][CH2:28]1)=[O:21])([CH3:26])([CH3:24])[CH3:25], predict the reactants needed to synthesize it. The reactants are: [NH2:1][C:2]1[CH:7]=[CH:6][C:5]([S:8]([N:11]([CH2:13][C:14]2[CH:19]=[CH:18][CH:17]=[CH:16][CH:15]=2)[CH3:12])(=[O:10])=[O:9])=[CH:4][CH:3]=1.[C:20]([N:27]1[CH2:32][CH2:31][C:30](=O)[CH2:29][CH2:28]1)([O:22][C:23]([CH3:26])([CH3:25])[CH3:24])=[O:21].